From a dataset of Forward reaction prediction with 1.9M reactions from USPTO patents (1976-2016). Predict the product of the given reaction. (1) Given the reactants [CH3:1][O:2][CH2:3][CH:4]([CH3:37])[O:5][C:6]1[CH:7]=[C:8]([O:26][C:27]2[CH:32]=[CH:31][C:30]([S:33]([CH3:36])(=[O:35])=[O:34])=[CH:29][CH:28]=2)[CH:9]=[C:10]2[C:14]=1[NH:13][C:12]([C:15]1[S:16][CH:17]([CH2:20][C:21]([O:23]CC)=[O:22])[CH2:18][N:19]=1)=[CH:11]2.O1CCCC1.[OH-].[Na+], predict the reaction product. The product is: [CH3:1][O:2][CH2:3][CH:4]([CH3:37])[O:5][C:6]1[CH:7]=[C:8]([O:26][C:27]2[CH:32]=[CH:31][C:30]([S:33]([CH3:36])(=[O:35])=[O:34])=[CH:29][CH:28]=2)[CH:9]=[C:10]2[C:14]=1[NH:13][C:12]([C:15]1[S:16][CH:17]([CH2:20][C:21]([OH:23])=[O:22])[CH2:18][N:19]=1)=[CH:11]2. (2) Given the reactants [F:1][C:2]1[CH:8]=[CH:7][C:5]([NH2:6])=[CH:4][C:3]=1[C:9]1[CH:13]=[CH:12][O:11][CH:10]=1.[Cl:14][C:15]1[CH:20]=[CH:19][C:18]([NH:21][C:22](=[O:29])[CH2:23][O:24][CH2:25][C:26](O)=[O:27])=[C:17]([C:30]([O:32]C)=[O:31])[CH:16]=1, predict the reaction product. The product is: [Cl:14][C:15]1[CH:20]=[CH:19][C:18]([NH:21][C:22](=[O:29])[CH2:23][O:24][CH2:25][C:26]([NH:6][C:5]2[CH:7]=[CH:8][C:2]([F:1])=[C:3]([C:9]3[CH:13]=[CH:12][O:11][CH:10]=3)[CH:4]=2)=[O:27])=[C:17]([CH:16]=1)[C:30]([OH:32])=[O:31]. (3) Given the reactants [CH2:1]([O:3][C:4](=[O:27])[CH2:5][CH2:6][C:7]1[CH:12]=[CH:11][C:10]([C:13]2[CH:18]=[CH:17][C:16]([C:19]3[O:23][N:22]=[C:21]([CH3:24])[C:20]=3[CH:25]=[O:26])=[CH:15][CH:14]=2)=[CH:9][CH:8]=1)[CH3:2].[C:28]([Mg]Br)#[CH:29], predict the reaction product. The product is: [CH2:1]([O:3][C:4](=[O:27])[CH2:5][CH2:6][C:7]1[CH:8]=[CH:9][C:10]([C:13]2[CH:18]=[CH:17][C:16]([C:19]3[O:23][N:22]=[C:21]([CH3:24])[C:20]=3[CH:25]([OH:26])[C:28]#[CH:29])=[CH:15][CH:14]=2)=[CH:11][CH:12]=1)[CH3:2]. (4) The product is: [CH2:3]([O:7][C:9]1[CH:14]=[C:13]([O:15][CH:16]([CH2:21][CH3:22])[C:17]([CH3:19])([CH3:18])[CH3:20])[N:12]=[CH:11][N:10]=1)[C:4]#[C:5][CH3:6]. Given the reactants [H-].[Na+].[CH2:3]([OH:7])[C:4]#[C:5][CH3:6].Cl[C:9]1[CH:14]=[C:13]([O:15][CH:16]([CH2:21][CH3:22])[C:17]([CH3:20])([CH3:19])[CH3:18])[N:12]=[CH:11][N:10]=1.[Cl-].[NH4+], predict the reaction product. (5) Given the reactants Br[C:2]1[CH:3]=[C:4]([CH:9]=[CH:10][C:11]=1[CH2:12][NH:13][C:14]([CH3:18])([CH3:17])[CH2:15][OH:16])[C:5]([O:7][CH3:8])=[O:6].C([O-])([O-])=O.[K+].[K+], predict the reaction product. The product is: [CH3:17][C:14]1([CH3:18])[NH:13][CH2:12][C:11]2[CH:10]=[CH:9][C:4]([C:5]([O:7][CH3:8])=[O:6])=[CH:3][C:2]=2[O:16][CH2:15]1.